Dataset: NCI-60 drug combinations with 297,098 pairs across 59 cell lines. Task: Regression. Given two drug SMILES strings and cell line genomic features, predict the synergy score measuring deviation from expected non-interaction effect. (1) Drug 1: CNC(=O)C1=NC=CC(=C1)OC2=CC=C(C=C2)NC(=O)NC3=CC(=C(C=C3)Cl)C(F)(F)F. Synergy scores: CSS=-1.82, Synergy_ZIP=0.730, Synergy_Bliss=1.13, Synergy_Loewe=-1.66, Synergy_HSA=-1.94. Cell line: MDA-MB-435. Drug 2: C1CNP(=O)(OC1)N(CCCl)CCCl. (2) Drug 1: CC1CCC2CC(C(=CC=CC=CC(CC(C(=O)C(C(C(=CC(C(=O)CC(OC(=O)C3CCCCN3C(=O)C(=O)C1(O2)O)C(C)CC4CCC(C(C4)OC)OCCO)C)C)O)OC)C)C)C)OC. Drug 2: C(CC(=O)O)C(=O)CN.Cl. Cell line: U251. Synergy scores: CSS=11.0, Synergy_ZIP=-4.01, Synergy_Bliss=2.62, Synergy_Loewe=-2.49, Synergy_HSA=1.20.